This data is from Peptide-MHC class I binding affinity with 185,985 pairs from IEDB/IMGT. The task is: Regression. Given a peptide amino acid sequence and an MHC pseudo amino acid sequence, predict their binding affinity value. This is MHC class I binding data. (1) The peptide sequence is KVFPYALINK. The MHC is Mamu-B52 with pseudo-sequence Mamu-B52. The binding affinity (normalized) is 0. (2) The peptide sequence is PTDPNPQEVV. The MHC is H-2-Kb with pseudo-sequence H-2-Kb. The binding affinity (normalized) is 0. (3) The peptide sequence is YVIKVSARH. The MHC is Patr-B0101 with pseudo-sequence Patr-B0101. The binding affinity (normalized) is 0. (4) The peptide sequence is VHPVHAGPIA. The MHC is HLA-B07:02 with pseudo-sequence HLA-B07:02. The binding affinity (normalized) is 0.0210. (5) The peptide sequence is FAYKTGSSM. The MHC is HLA-B15:02 with pseudo-sequence HLA-B15:02. The binding affinity (normalized) is 0.763.